This data is from Peptide-MHC class II binding affinity with 134,281 pairs from IEDB. The task is: Regression. Given a peptide amino acid sequence and an MHC pseudo amino acid sequence, predict their binding affinity value. This is MHC class II binding data. (1) The peptide sequence is KPPFSGMTGCGNTPI. The MHC is HLA-DPA10201-DPB11401 with pseudo-sequence HLA-DPA10201-DPB11401. The binding affinity (normalized) is 0.0967. (2) The peptide sequence is VAVGLRVVCAKY. The binding affinity (normalized) is 0.0756. The MHC is DRB1_0301 with pseudo-sequence DRB1_0301.